This data is from Blood-brain barrier permeability classification from the B3DB database. The task is: Regression/Classification. Given a drug SMILES string, predict its absorption, distribution, metabolism, or excretion properties. Task type varies by dataset: regression for continuous measurements (e.g., permeability, clearance, half-life) or binary classification for categorical outcomes (e.g., BBB penetration, CYP inhibition). Dataset: b3db_classification. (1) The molecule is CN1CCc2cc(Cl)c(O)cc2C(c2ccccc2)C1. The result is 1 (penetrates BBB). (2) The molecule is CC(C)Br. The result is 1 (penetrates BBB).